From a dataset of Catalyst prediction with 721,799 reactions and 888 catalyst types from USPTO. Predict which catalyst facilitates the given reaction. Reactant: Cl.[NH:2]1[CH2:7][CH2:6][C:5](=O)/[C:4](=[N:9]/O)/[C:3]1=[O:11].FC(F)(F)C(O)=O.[Cl:19][C:20]1[CH:25]=[C:24]([CH2:26][NH2:27])[CH:23]=[CH:22][N:21]=1. Product: [Cl:19][C:20]1[CH:25]=[C:24]([C:26]2[NH:27][C:5]3[CH2:6][CH2:7][NH:2][C:3](=[O:11])[C:4]=3[N:9]=2)[CH:23]=[CH:22][N:21]=1. The catalyst class is: 16.